Predict the reaction yield, written as a fraction of the theoretical maximum amount of product (1.0 means a 100% yield; for example, 0.34 means a 34% yield). From a dataset of Reaction yield outcomes from USPTO patents with 853,638 reactions. (1) The reactants are [Cl:1][C:2]1[CH:7]=[C:6]([Cl:8])[CH:5]=[CH:4][C:3]=1[C:9]1[C:10]([C:20]#[N:21])=[C:11](I)[S:12][C:13]=1[C:14]1[NH:18][CH:17]=[N:16][N:15]=1.C[Sn](C)(C)[C:24]1[CH:29]=[CH:28][N:27]=[C:26]([NH:30][C:31](=[O:37])[O:32][C:33]([CH3:36])([CH3:35])[CH3:34])[CH:25]=1.[Cl-].[Li+]. The catalyst is O1CCOCC1.[Cu]I.C1C=CC([P]([Pd]([P](C2C=CC=CC=2)(C2C=CC=CC=2)C2C=CC=CC=2)([P](C2C=CC=CC=2)(C2C=CC=CC=2)C2C=CC=CC=2)[P](C2C=CC=CC=2)(C2C=CC=CC=2)C2C=CC=CC=2)(C2C=CC=CC=2)C2C=CC=CC=2)=CC=1. The product is [C:20]([C:10]1[C:9]([C:3]2[CH:4]=[CH:5][C:6]([Cl:8])=[CH:7][C:2]=2[Cl:1])=[C:13]([C:14]2[NH:18][CH:17]=[N:16][N:15]=2)[S:12][C:11]=1[C:24]1[CH:29]=[CH:28][N:27]=[C:26]([NH:30][C:31](=[O:37])[O:32][C:33]([CH3:35])([CH3:34])[CH3:36])[CH:25]=1)#[N:21]. The yield is 0.400. (2) The reactants are [Cl:1][C:2]1[N:3]=[CH:4][C:5]2[S:10][CH:9]=[C:8]([C:11]([OH:13])=O)[C:6]=2[N:7]=1.S(Cl)([Cl:16])=O. No catalyst specified. The product is [Cl:1][C:2]1[N:3]=[CH:4][C:5]2[S:10][CH:9]=[C:8]([C:11]([Cl:16])=[O:13])[C:6]=2[N:7]=1. The yield is 1.00. (3) The reactants are Cl.O1CCOCC1.[C:8]([C:10]1[C:11]([O-])=[N:12][CH:13]=[C:14]([CH2:16][N:17]2[CH2:22][CH2:21][N:20]([CH:23]([CH3:25])[CH3:24])[CH2:19][CH2:18]2)[CH:15]=1)#[N:9].[Na+].P(Cl)(Cl)([Cl:30])=O.[OH-].[Na+]. The catalyst is C(#N)C.O.C(O)(C)C. The product is [Cl:30][C:11]1[N:12]=[CH:13][C:14]([CH2:16][N:17]2[CH2:22][CH2:21][N:20]([CH:23]([CH3:25])[CH3:24])[CH2:19][CH2:18]2)=[CH:15][C:10]=1[C:8]#[N:9]. The yield is 0.810. (4) The reactants are [C:1]([C:4]1([C:10]2[C:18]3[C:13](=[CH:14][CH:15]=[C:16]([NH:19][C:20]([C:22]4[CH:27]=[CH:26][C:25]([N+:28]([O-])=O)=[CH:24][CH:23]=4)=[O:21])[CH:17]=3)[NH:12][N:11]=2)[CH:9]=[CH:8][CH:7]=[CH:6][CH2:5]1)(=[O:3])[CH3:2]. The catalyst is [Pd].C(OCC)(=O)C. The product is [C:1]([C:4]1([C:10]2[C:18]3[C:13](=[CH:14][CH:15]=[C:16]([NH:19][C:20]([C:22]4[CH:23]=[CH:24][C:25]([NH2:28])=[CH:26][CH:27]=4)=[O:21])[CH:17]=3)[NH:12][N:11]=2)[CH:5]=[CH:6][CH:7]=[CH:8][CH2:9]1)(=[O:3])[CH3:2]. The yield is 0.940. (5) The reactants are [CH2:1]([C:9]1[CH:15]=[CH:14][C:12]([NH2:13])=[CH:11][CH:10]=1)[CH2:2][CH2:3][CH2:4][CH2:5][CH2:6][CH2:7][CH3:8].[CH3:16][C:17]1([CH3:24])[O:22][CH2:21][C:20](=O)[CH2:19][O:18]1.[BH-](OC(C)=O)(OC(C)=O)OC(C)=O.[Na+].CC(O)=O. The catalyst is ClCCCl.CCOCC. The product is [CH3:16][C:17]1([CH3:24])[O:22][CH2:21][CH:20]([NH:13][C:12]2[CH:11]=[CH:10][C:9]([CH2:1][CH2:2][CH2:3][CH2:4][CH2:5][CH2:6][CH2:7][CH3:8])=[CH:15][CH:14]=2)[CH2:19][O:18]1. The yield is 0.630. (6) The reactants are [CH:1]([N:4]1[C:8]2[CH:9]=[CH:10][CH:11]=[CH:12][C:7]=2[NH:6][C:5]1=[O:13])([CH3:3])[CH3:2].CCN(CC)CC.[NH2:21][CH2:22][CH:23]1[CH2:28][CH2:27][N:26]([CH2:29][C:30]2([C:36]([O:38][C:39]([CH3:42])([CH3:41])[CH3:40])=[O:37])[CH2:35][CH2:34][O:33][CH2:32][CH2:31]2)[CH2:25][CH2:24]1.[C:43]([O-])(O)=[O:44].[Na+]. The catalyst is C(Cl)Cl. The product is [CH:1]([N:4]1[C:8]2[CH:9]=[CH:10][CH:11]=[CH:12][C:7]=2[N:6]([C:43]([NH:21][CH2:22][CH:23]2[CH2:28][CH2:27][N:26]([CH2:29][C:30]3([C:36]([O:38][C:39]([CH3:42])([CH3:41])[CH3:40])=[O:37])[CH2:35][CH2:34][O:33][CH2:32][CH2:31]3)[CH2:25][CH2:24]2)=[O:44])[C:5]1=[O:13])([CH3:3])[CH3:2]. The yield is 1.00. (7) The catalyst is CO. The reactants are [Br:1][C:2]1[CH:3]=[CH:4][C:5]2[O:11][CH2:10][CH2:9][N:8]=[C:7]([CH3:12])[C:6]=2[CH:13]=1.C([O-])(=O)C.[Na+]. The product is [Br:1][C:2]1[CH:3]=[CH:4][C:5]2[O:11][CH2:10][CH2:9][NH:8][CH:7]([CH3:12])[C:6]=2[CH:13]=1. The yield is 0.750. (8) The reactants are [CH:1]([C:3]1[NH:7][C:6]([CH3:8])=[C:5]([C:9]([OH:11])=O)[C:4]=1[CH3:12])=[O:2].[NH2:13][CH2:14][CH2:15][N:16]1[CH2:20][CH2:19][CH2:18][CH2:17]1. No catalyst specified. The product is [N:16]1([CH2:15][CH2:14][NH:13][C:9]([C:5]2[C:4]([CH3:12])=[C:3]([CH:1]=[O:2])[NH:7][C:6]=2[CH3:8])=[O:11])[CH2:20][CH2:19][CH2:18][CH2:17]1. The yield is 0.730.